This data is from Catalyst prediction with 721,799 reactions and 888 catalyst types from USPTO. The task is: Predict which catalyst facilitates the given reaction. (1) Reactant: Br[C:2]1[CH:7]=[CH:6][C:5]([O:8][CH2:9][CH:10]2[CH2:15][CH2:14][N:13]([C:16]3[O:20][N:19]=[C:18]([CH:21]([CH3:23])[CH3:22])[N:17]=3)[CH2:12][CH2:11]2)=[CH:4][N:3]=1.[CH3:24][S:25]([C:28]1[CH:33]=[CH:32][C:31](B(O)O)=[CH:30][CH:29]=1)(=[O:27])=[O:26].C([O-])([O-])=O.[Na+].[Na+]. Product: [CH3:22][CH:21]([C:18]1[N:17]=[C:16]([N:13]2[CH2:14][CH2:15][CH:10]([CH2:9][O:8][C:5]3[CH:6]=[CH:7][C:2]([C:31]4[CH:32]=[CH:33][C:28]([S:25]([CH3:24])(=[O:27])=[O:26])=[CH:29][CH:30]=4)=[N:3][CH:4]=3)[CH2:11][CH2:12]2)[O:20][N:19]=1)[CH3:23]. The catalyst class is: 276. (2) Reactant: [CH3:1][CH2:2][CH:3]([OH:7])[CH2:4][C:5]#[CH:6].[OH:8]/[N:9]=[CH:10]/[CH2:11][CH2:12][C@@:13]([CH3:28])([S:24]([CH3:27])(=[O:26])=[O:25])[C:14]([O:16][CH2:17][C:18]1[CH:23]=[CH:22][CH:21]=[CH:20][CH:19]=1)=[O:15].[O-]Cl=O.[Na+]. Product: [OH:7][CH:3]([CH2:2][CH3:1])[CH2:4][C:5]1[O:8][N:9]=[C:10]([CH2:11][CH2:12][C@@:13]([CH3:28])([S:24]([CH3:27])(=[O:26])=[O:25])[C:14]([O:16][CH2:17][C:18]2[CH:23]=[CH:22][CH:21]=[CH:20][CH:19]=2)=[O:15])[CH:6]=1. The catalyst class is: 2. (3) Reactant: [C:1]1([C:7]2[C:16]([C:17]3[CH:22]=[CH:21][C:20]([C:23]([F:26])([F:25])[F:24])=[CH:19][CH:18]=3)=[N:15][C:14]3[C:9](=[CH:10][CH:11]=[C:12]([C:27]([O:29]C)=[O:28])[CH:13]=3)[N:8]=2)[CH:6]=[CH:5][CH:4]=[CH:3][CH:2]=1.[OH-].[Na+].Cl. Product: [C:1]1([C:7]2[C:16]([C:17]3[CH:22]=[CH:21][C:20]([C:23]([F:24])([F:25])[F:26])=[CH:19][CH:18]=3)=[N:15][C:14]3[C:9](=[CH:10][CH:11]=[C:12]([C:27]([OH:29])=[O:28])[CH:13]=3)[N:8]=2)[CH:2]=[CH:3][CH:4]=[CH:5][CH:6]=1. The catalyst class is: 5. (4) Product: [Cl:1][C:2]1[C:10]2[N:9]=[C:8]3[N:11]([C:14]4[C:19]([CH3:20])=[CH:18][C:17]([Cl:21])=[CH:16][C:15]=4[Cl:22])[CH2:12][CH2:13][N:7]3[C:6]=2[C:5]([CH2:23][OH:24])=[CH:4][CH:3]=1. The catalyst class is: 7. Reactant: [Cl:1][C:2]1[CH:3]=[CH:4][C:5]([C:23](OC)=[O:24])=[C:6]2[C:10]=1[N:9]=[C:8]1[N:11]([C:14]3[C:19]([CH3:20])=[CH:18][C:17]([Cl:21])=[CH:16][C:15]=3[Cl:22])[CH2:12][CH2:13][N:7]21.[BH4-].[Li+].[Cl-].[NH4+]. (5) Reactant: C(O)C.[CH3:4][O:5][C:6]1[CH:14]=[C:13]2[C:9]([CH2:10][CH2:11][C:12]2=O)=[CH:8][C:7]=1[C:16]1[N:17]=[N:18][C:19]([N:22]([CH3:33])[CH:23]2[CH2:28][C:27]([CH3:30])([CH3:29])[NH:26][C:25]([CH3:32])([CH3:31])[CH2:24]2)=[CH:20][CH:21]=1.[NH2:34][C:35]([NH2:37])=[S:36].II. Product: [CH3:4][O:5][C:6]1[C:7]([C:16]2[N:17]=[N:18][C:19]([N:22]([CH3:33])[CH:23]3[CH2:24][C:25]([CH3:32])([CH3:31])[NH:26][C:27]([CH3:30])([CH3:29])[CH2:28]3)=[CH:20][CH:21]=2)=[CH:8][C:9]2[CH2:10][C:11]3[S:36][C:35]([NH2:37])=[N:34][C:12]=3[C:13]=2[CH:14]=1. The catalyst class is: 5.